Predict the product of the given reaction. From a dataset of Forward reaction prediction with 1.9M reactions from USPTO patents (1976-2016). Given the reactants Br[C:2]1[N:10]2[C:5]([CH:6]=[N:7][C:8]([NH:11][C:12]3[CH:17]=[CH:16][C:15]([CH2:18][N:19]4[CH2:24][CH2:23][S:22](=[O:26])(=[O:25])[CH2:21][CH2:20]4)=[CH:14][CH:13]=3)=[N:9]2)=[CH:4][CH:3]=1.[C:27]([NH:31][S:32]([C:35]1[CH:36]=[C:37](B(O)O)[CH:38]=[CH:39][CH:40]=1)(=[O:34])=[O:33])([CH3:30])([CH3:29])[CH3:28], predict the reaction product. The product is: [C:27]([NH:31][S:32]([C:35]1[CH:36]=[CH:37][CH:38]=[C:39]([C:2]2[N:10]3[C:5]([CH:6]=[N:7][C:8]([NH:11][C:12]4[CH:13]=[CH:14][C:15]([CH2:18][N:19]5[CH2:24][CH2:23][S:22](=[O:26])(=[O:25])[CH2:21][CH2:20]5)=[CH:16][CH:17]=4)=[N:9]3)=[CH:4][CH:3]=2)[CH:40]=1)(=[O:34])=[O:33])([CH3:30])([CH3:28])[CH3:29].